This data is from Catalyst prediction with 721,799 reactions and 888 catalyst types from USPTO. The task is: Predict which catalyst facilitates the given reaction. (1) Reactant: [Br:1]N1C(=O)CCC1=O.[Cl:9][C:10]([F:29])([F:28])[C:11]([C:17]1[CH:23]=[CH:22][C:20]([NH2:21])=[C:19]([O:24][CH:25]([F:27])[F:26])[CH:18]=1)([F:16])[C:12]([F:15])([F:14])[F:13].[OH-].[Na+]. Product: [Br:1][C:22]1[CH:23]=[C:17]([C:11]([C:10]([Cl:9])([F:28])[F:29])([F:16])[C:12]([F:15])([F:14])[F:13])[CH:18]=[C:19]([O:24][CH:25]([F:26])[F:27])[C:20]=1[NH2:21]. The catalyst class is: 4. (2) Reactant: [Cl-].[C:2]([C:5]1[CH:17]=[CH:16][C:8]([CH2:9][NH+:10]2[CH2:15][CH2:14][O:13][CH2:12][CH2:11]2)=[CH:7][CH:6]=1)(O)=[O:3].CN(C=O)C.S(Cl)([Cl:25])=O. Product: [N:10]1([CH2:9][C:8]2[CH:16]=[CH:17][C:5]([C:2]([Cl:25])=[O:3])=[CH:6][CH:7]=2)[CH2:15][CH2:14][O:13][CH2:12][CH2:11]1. The catalyst class is: 11. (3) Reactant: Br[C:2]1[CH:7]=[CH:6][C:5](/[N:8]=[C:9]2\[C:10](=[O:24])[N:11]([C:18]3[CH:23]=[CH:22][CH:21]=[CH:20][CH:19]=3)[C:12]3[C:17]\2=[CH:16][CH:15]=[CH:14][CH:13]=3)=[CH:4][CH:3]=1.[S:25]1[CH:29]=[CH:28][C:27](B(O)O)=[CH:26]1.C([O-])([O-])=O.[Na+].[Na+]. Product: [C:18]1([N:11]2[C:12]3[C:17](=[CH:16][CH:15]=[CH:14][CH:13]=3)/[C:9](=[N:8]/[C:5]3[CH:6]=[CH:7][C:2]([C:27]4[CH:28]=[CH:29][S:25][CH:26]=4)=[CH:3][CH:4]=3)/[C:10]2=[O:24])[CH:23]=[CH:22][CH:21]=[CH:20][CH:19]=1. The catalyst class is: 176. (4) Reactant: C(OCC)(=O)CCC.CCC(O)CC.[C:15]([O:20][CH:21]([CH2:24][CH3:25])[CH2:22][CH3:23])(=[O:19])[CH2:16]CC. Product: [C:15]([O:20][CH:21]([CH2:24][CH3:25])[CH2:22][CH3:23])(=[O:19])[CH3:16]. The catalyst class is: 8. (5) Reactant: Br[C:2]1[CH:9]=[CH:8][C:7]([O:10][CH2:11][CH3:12])=[CH:6][C:3]=1[CH:4]=[O:5].C1(P(C2CCCCC2)C2C=CC=CC=2C2C(OC)=CC=CC=2OC)CCCCC1.C1COCC1.[F:47][C:48]1[C:53]([F:54])=[C:52]([F:55])[CH:51]=[CH:50][C:49]=1B(O)O. Product: [CH2:11]([O:10][C:7]1[CH:6]=[C:3]([CH:4]=[O:5])[C:2]([C:51]2[CH:50]=[CH:49][C:48]([F:47])=[C:53]([F:54])[C:52]=2[F:55])=[CH:9][CH:8]=1)[CH3:12]. The catalyst class is: 167. (6) Reactant: [OH:1][C:2]1([CH2:15][OH:16])[CH2:7][CH2:6][N:5]([C:8]([O:10][C:11]([CH3:14])([CH3:13])[CH3:12])=[O:9])[CH2:4][CH2:3]1.CCN(C(C)C)C(C)C.[S:26](Cl)(Cl)=[O:27].C(=O)(O)[O-].[Na+]. Product: [O:1]1[C:2]2([CH2:7][CH2:6][N:5]([C:8]([O:10][C:11]([CH3:12])([CH3:13])[CH3:14])=[O:9])[CH2:4][CH2:3]2)[CH2:15][O:16][S:26]1=[O:27]. The catalyst class is: 56. (7) Reactant: Cl.[CH3:2][CH:3]([O:5][C:6]1[CH:13]=[CH:12][C:11]([C:14]2[O:18][N:17]=[C:16]([C:19]3[CH:29]=[CH:28][C:22]4[CH2:23][CH2:24][NH:25][CH2:26][CH2:27][C:21]=4[CH:20]=3)[N:15]=2)=[CH:10][C:7]=1[C:8]#[N:9])[CH3:4].CCN(C(C)C)C(C)C.[Br:39][CH2:40][C:41](Br)=[O:42].C(O)(C)C. Product: [Br:39][CH2:40][C:41]([N:25]1[CH2:24][CH2:23][C:22]2[CH:28]=[CH:29][C:19]([C:16]3[N:15]=[C:14]([C:11]4[CH:12]=[CH:13][C:6]([O:5][CH:3]([CH3:2])[CH3:4])=[C:7]([CH:10]=4)[C:8]#[N:9])[O:18][N:17]=3)=[CH:20][C:21]=2[CH2:27][CH2:26]1)=[O:42]. The catalyst class is: 2.